From a dataset of Reaction yield outcomes from USPTO patents with 853,638 reactions. Predict the reaction yield, written as a fraction of the theoretical maximum amount of product (1.0 means a 100% yield; for example, 0.34 means a 34% yield). (1) The reactants are [Cl:1][C:2]1[CH:6]=[C:5]([Cl:7])[NH:4][C:3]=1[C:8]([O:10][CH3:11])=[O:9].[H-].[Na+].[CH3:14]I. The catalyst is C1COCC1.O. The product is [Cl:1][C:2]1[CH:6]=[C:5]([Cl:7])[N:4]([CH3:14])[C:3]=1[C:8]([O:10][CH3:11])=[O:9]. The yield is 0.300. (2) The reactants are C(OC([N:8]1[CH2:12][CH2:11][CH2:10][CH:9]1[CH2:13][NH:14][C:15]1[CH:24]=[CH:23][C:18]([C:19]([O:21][CH3:22])=[O:20])=[CH:17][CH:16]=1)=O)(C)(C)C.C(O)(C(F)(F)F)=O. The catalyst is C(Cl)Cl. The product is [NH:8]1[CH2:12][CH2:11][CH2:10][CH:9]1[CH2:13][NH:14][C:15]1[CH:24]=[CH:23][C:18]([C:19]([O:21][CH3:22])=[O:20])=[CH:17][CH:16]=1. The yield is 0.880. (3) The reactants are [Br:1][C:2]1[CH:16]=[C:15](/[CH:17]=[CH:18]/[CH:19]([C:24]2[CH:29]=[C:28]([Cl:30])[C:27]([Cl:31])=[C:26]([Cl:32])[CH:25]=2)[C:20]([F:23])([F:22])[F:21])[CH:14]=[CH:13][C:3]=1[C:4]([NH:6][CH:7]1[CH2:12][CH2:11][NH:10][CH2:9][CH2:8]1)=[O:5].Br[CH2:34][C:35]#[N:36]. The catalyst is C1COCC1.C(OCC)(=O)C. The product is [Br:1][C:2]1[CH:16]=[C:15](/[CH:17]=[CH:18]/[CH:19]([C:24]2[CH:25]=[C:26]([Cl:32])[C:27]([Cl:31])=[C:28]([Cl:30])[CH:29]=2)[C:20]([F:23])([F:21])[F:22])[CH:14]=[CH:13][C:3]=1[C:4]([NH:6][CH:7]1[CH2:12][CH2:11][N:10]([CH2:34][C:35]#[N:36])[CH2:9][CH2:8]1)=[O:5]. The yield is 0.468. (4) The reactants are [CH:1]1[C:10]2[C:5](=[CH:6][CH:7]=[CH:8][CH:9]=2)[CH:4]=[C:3]([C:11]2[NH:15][C:14]3[CH:16]=[CH:17][CH:18]=[C:19]([C:20](O)=[O:21])[C:13]=3[N:12]=2)[N:2]=1.CN(C(ON1N=NC2C=CC=CC1=2)=[N+](C)C)C.F[P-](F)(F)(F)(F)F.[C:47]1([C:53]2[N:54]=[C:55]([NH2:58])[NH:56][CH:57]=2)[CH:52]=[CH:51][CH:50]=[CH:49][CH:48]=1. No catalyst specified. The product is [C:47]1([C:53]2[N:54]=[C:55]([NH:58][C:20]([C:19]3[C:13]4[N:12]=[C:11]([C:3]5[N:2]=[CH:1][C:10]6[C:5]([CH:4]=5)=[CH:6][CH:7]=[CH:8][CH:9]=6)[NH:15][C:14]=4[CH:16]=[CH:17][CH:18]=3)=[O:21])[NH:56][CH:57]=2)[CH:48]=[CH:49][CH:50]=[CH:51][CH:52]=1. The yield is 0.175. (5) The reactants are [CH3:1][O:2][CH2:3][C@@H:4]([O:6][C:7]1[CH:8]=[C:9]([C:24]2[NH:28][C:27]([C:29]3[O:30][CH2:31][C@@H:32]([C@H:34]([OH:36])[CH3:35])[N:33]=3)=[CH:26][CH:25]=2)[CH:10]=[C:11]([O:13][Si](C(C)C)(C(C)C)C(C)C)[CH:12]=1)[CH3:5].[F-].C([N+](CCCC)(CCCC)CCCC)CCC.[Cl-].[NH4+]. The catalyst is O1CCCC1. The product is [OH:36][C@@H:34]([C@@H:32]1[CH2:31][O:30][C:29]([C:27]2[NH:28][C:24]([C:9]3[CH:10]=[C:11]([OH:13])[CH:12]=[C:7]([O:6][C@@H:4]([CH3:5])[CH2:3][O:2][CH3:1])[CH:8]=3)=[CH:25][CH:26]=2)=[N:33]1)[CH3:35]. The yield is 0.850. (6) The reactants are Br[CH2:2][C:3]1[C:4]([C:25]2[CH:30]=[CH:29][CH:28]=[C:27]([C:31]([F:34])([F:33])[F:32])[CH:26]=2)=[N:5][C:6]2[C:11]([C:12]=1[C:13]([O:15][CH3:16])=[O:14])=[CH:10][C:9]([S:17]([CH:20]([CH3:22])[CH3:21])(=[O:19])=[O:18])=[C:8]([O:23][CH3:24])[CH:7]=2.[NH:35]1[CH2:40][CH2:39][CH:38]([N:41]2[CH2:46][CH2:45][O:44][CH2:43][CH2:42]2)[CH2:37][CH2:36]1. The catalyst is C(#N)C. The product is [CH3:21][CH:20]([S:17]([C:9]1[CH:10]=[C:11]2[C:6](=[CH:7][C:8]=1[O:23][CH3:24])[N:5]=[C:4]([C:25]1[CH:30]=[CH:29][CH:28]=[C:27]([C:31]([F:33])([F:32])[F:34])[CH:26]=1)[C:3]([CH2:2][N:35]1[CH2:40][CH2:39][CH:38]([N:41]3[CH2:46][CH2:45][O:44][CH2:43][CH2:42]3)[CH2:37][CH2:36]1)=[C:12]2[C:13]([O:15][CH3:16])=[O:14])(=[O:19])=[O:18])[CH3:22]. The yield is 0.650. (7) The reactants are [C:1]([O:5][C:6]([N:8]1[CH2:13][CH2:12][CH:11]([NH:14][CH:15]([CH2:18][C:19]2[CH:24]=[CH:23][C:22]([Cl:25])=[CH:21][CH:20]=2)[CH2:16][OH:17])[CH2:10][CH2:9]1)=[O:7])([CH3:4])([CH3:3])[CH3:2].C(N(CC)CC)C.[C:33](C1NC=CN=1)(C1NC=CN=1)=[O:34]. The catalyst is C(Cl)Cl. The product is [C:1]([O:5][C:6]([N:8]1[CH2:13][CH2:12][CH:11]([N:14]2[CH:15]([CH2:18][C:19]3[CH:20]=[CH:21][C:22]([Cl:25])=[CH:23][CH:24]=3)[CH2:16][O:17][C:33]2=[O:34])[CH2:10][CH2:9]1)=[O:7])([CH3:4])([CH3:2])[CH3:3]. The yield is 0.800. (8) The reactants are [Br:1][C:2]1[CH:3]=[C:4]([CH:7]=[C:8]([OH:11])[C:9]=1[OH:10])[CH:5]=[O:6].C([O-])([O-])=O.[K+].[K+].Br[CH2:19][CH2:20]Br.O. The catalyst is CN(C=O)C. The product is [Br:1][C:2]1[C:9]2[O:10][CH2:19][CH2:20][O:11][C:8]=2[CH:7]=[C:4]([CH:5]=[O:6])[CH:3]=1. The yield is 0.990.